This data is from Reaction yield outcomes from USPTO patents with 853,638 reactions. The task is: Predict the reaction yield, written as a fraction of the theoretical maximum amount of product (1.0 means a 100% yield; for example, 0.34 means a 34% yield). The reactants are [F:1][C:2]([F:9])([F:8])[C:3](=O)[CH2:4][C:5]#[N:6].Cl.[C:11]1([NH:17][NH2:18])[CH:16]=[CH:15][CH:14]=[CH:13][CH:12]=1.O.C([O-])(O)=O.[Na+]. The catalyst is CCO. The product is [C:11]1([N:17]2[C:5]([NH2:6])=[CH:4][C:3]([C:2]([F:9])([F:8])[F:1])=[N:18]2)[CH:16]=[CH:15][CH:14]=[CH:13][CH:12]=1. The yield is 0.910.